This data is from Reaction yield outcomes from USPTO patents with 853,638 reactions. The task is: Predict the reaction yield, written as a fraction of the theoretical maximum amount of product (1.0 means a 100% yield; for example, 0.34 means a 34% yield). (1) The reactants are [CH2:1]([O:5][CH2:6][C:7]1[CH:12]=[CH:11][C:10]([CH2:13]O)=[CH:9][CH:8]=1)[CH2:2][CH2:3][CH3:4].C1(P(C2C=CC=CC=2)C2C=CC=CC=2)C=CC=CC=1.C(Cl)(Cl)(Cl)[Cl:35]. No catalyst specified. The product is [CH2:1]([O:5][CH2:6][C:7]1[CH:12]=[CH:11][C:10]([CH2:13][Cl:35])=[CH:9][CH:8]=1)[CH2:2][CH2:3][CH3:4]. The yield is 0.860. (2) The reactants are C([O:4][C@@H:5]1[C@@H:10]([O:11]C(=O)C)[C@@H:9]([O:15]C(=O)C)[C@@H:8]([CH2:19][O:20]C(=O)C)[O:7][C@:6]21[C:31]1[C:26](=[CH:27][C:28]([Cl:41])=[C:29]([CH2:32][C:33]3[CH:38]=[CH:37][C:36]([CH2:39][CH3:40])=[CH:35][CH:34]=3)[CH:30]=1)[CH2:25][O:24]2)(=O)C.C(=O)([O-])[O-].[K+].[K+].O. The catalyst is CO. The product is [Cl:41][C:28]1[CH:27]=[C:26]2[C:31](=[CH:30][C:29]=1[CH2:32][C:33]1[CH:38]=[CH:37][C:36]([CH2:39][CH3:40])=[CH:35][CH:34]=1)[C@:6]1([C@H:5]([OH:4])[C@@H:10]([OH:11])[C@H:9]([OH:15])[C@@H:8]([CH2:19][OH:20])[O:7]1)[O:24][CH2:25]2. The yield is 0.653. (3) The reactants are [CH3:1][O:2][C:3]([NH:5][C@H:6]([C:11]([N:13]1[CH2:17][CH2:16][CH2:15][C@H:14]1[C:18]1[NH:19][C:20]([C:23]2[CH:28]=[C:27]3[CH2:29][O:30][C:31]4[CH:58]=[C:57]5[C:34]([CH:35]=[CH:36][C:37]6[N:41]=[C:40]([C@@H:42]7[CH2:46][C@H:45]([CH2:47][O:48][CH3:49])[CH2:44][N:43]7C(OC(C)(C)C)=O)[NH:39][C:38]=65)=[CH:33][C:32]=4[C:26]3=[CH:25][CH:24]=2)=[CH:21][N:22]=1)=[O:12])[C@@H:7]([CH3:10])[O:8][CH3:9])=[O:4].Cl.[CH3:60][O:61][C:62]([NH:64][C@H:65]([C:69]1[CH:74]=[CH:73][CH:72]=[CH:71][CH:70]=1)[C:66](O)=[O:67])=[O:63].CCN(C(C)C)C(C)C.CCOC(C(C#N)=NOC(N1CCOCC1)=[N+](C)C)=O.F[P-](F)(F)(F)(F)F. The catalyst is C(Cl)Cl.CO. The product is [CH3:9][O:8][C@H:7]([CH3:10])[C@H:6]([NH:5][C:3]([O:2][CH3:1])=[O:4])[C:11]([N:13]1[CH2:17][CH2:16][CH2:15][C@H:14]1[C:18]1[NH:19][C:20]([C:23]2[CH:28]=[C:27]3[CH2:29][O:30][C:31]4[CH:58]=[C:57]5[C:34]([CH:35]=[CH:36][C:37]6[N:41]=[C:40]([C@@H:42]7[CH2:46][C@H:45]([CH2:47][O:48][CH3:49])[CH2:44][N:43]7[C:66](=[O:67])[C@H:65]([NH:64][C:62](=[O:63])[O:61][CH3:60])[C:69]7[CH:74]=[CH:73][CH:72]=[CH:71][CH:70]=7)[NH:39][C:38]=65)=[CH:33][C:32]=4[C:26]3=[CH:25][CH:24]=2)=[CH:21][N:22]=1)=[O:12]. The yield is 0.460. (4) The reactants are [C:1]([C:5]1[CH:10]=[C:9]([NH2:11])[CH:8]=[C:7]([C:12]([CH3:15])([CH3:14])[CH3:13])[C:6]=1[OH:16])([CH3:4])([CH3:3])[CH3:2].[N+:17]([C:20]1[CH:25]=[CH:24][C:23]([C:26]2[O:30][C:29]([C:31](O)=[O:32])=[CH:28][CH:27]=2)=[CH:22][CH:21]=1)([O-:19])=[O:18].C(OC(NC1C=CC(CC(O)=O)=CC=1)=O)(C)(C)C. No catalyst specified. The product is [C:1]([C:5]1[CH:10]=[C:9]([NH:11][C:31]([C:29]2[O:30][C:26]([C:23]3[CH:22]=[CH:21][C:20]([N+:17]([O-:19])=[O:18])=[CH:25][CH:24]=3)=[CH:27][CH:28]=2)=[O:32])[CH:8]=[C:7]([C:12]([CH3:15])([CH3:14])[CH3:13])[C:6]=1[OH:16])([CH3:4])([CH3:3])[CH3:2]. The yield is 0.560. (5) The reactants are [Br:1][C:2]1[CH:3]=[C:4]2[C:14](=[CH:15][C:16]=1[F:17])[O:13][C:7]1=[N:8][CH:9]=[C:10]([Cl:12])[CH:11]=[C:6]1[C:5]2=O.[I-].C[S+](C)C.C[C:25](C)([O-:27])C.[K+].C[Si]([N:34]=[N+]=[N-])(C)C.[H-].[H-].[H-].[H-].[Li+].[Al+3].O.O.O.O.O.O.O.O.O.O.S([O-])([O-])(=O)=O.[Na+].[Na+]. The catalyst is CS(C)=O.CCOC(C)=O. The product is [NH2:34][C:5]1([CH2:25][OH:27])[C:6]2[C:7](=[N:8][CH:9]=[C:10]([Cl:12])[CH:11]=2)[O:13][C:14]2[C:4]1=[CH:3][C:2]([Br:1])=[C:16]([F:17])[CH:15]=2. The yield is 0.259. (6) The reactants are [C:1]([O:5][C:6](=[O:24])[NH:7][CH2:8][CH2:9][C:10]1[CH:15]=[CH:14][C:13]([O:16][C:17]2[CH:22]=[CH:21][C:20]([F:23])=[CH:19][CH:18]=2)=[CH:12][CH:11]=1)([CH3:4])([CH3:3])[CH3:2].[H-].[Na+].[CH3:27]I. The catalyst is C1COCC1. The product is [C:1]([O:5][C:6](=[O:24])[N:7]([CH2:8][CH2:9][C:10]1[CH:15]=[CH:14][C:13]([O:16][C:17]2[CH:22]=[CH:21][C:20]([F:23])=[CH:19][CH:18]=2)=[CH:12][CH:11]=1)[CH3:27])([CH3:4])([CH3:2])[CH3:3]. The yield is 0.530. (7) The reactants are NCCOCCN[C:8](=[O:14])[O:9][C:10]([CH3:13])([CH3:12])[CH3:11].[C:15]([O:22][CH3:23])(=[O:21])/[CH:16]=[CH:17]/[C:18]([O-:20])=O.CCN=C=NC[CH2:30][CH2:31][N:32](C)C.[CH3:35][CH2:36][O:37]C(C)=O. The catalyst is CC#N. The product is [C:10]([O:9][C:8]([CH2:35][CH2:36][O:37][CH2:30][CH2:31][NH:32][C:18](=[O:20])/[CH:17]=[CH:16]/[C:15]([O:22][CH3:23])=[O:21])=[O:14])([CH3:11])([CH3:12])[CH3:13]. The yield is 0.640.